This data is from Full USPTO retrosynthesis dataset with 1.9M reactions from patents (1976-2016). The task is: Predict the reactants needed to synthesize the given product. (1) Given the product [OH:20][C:17]([C:12]1[CH:13]=[C:14]2[C:9]([C:8]3[CH:7]=[CH:6][CH:5]=[C:4]([C:1]([NH2:2])=[O:3])[C:16]=3[NH:15]2)=[CH:10][CH:11]=1)([CH3:18])[CH3:19], predict the reactants needed to synthesize it. The reactants are: [C:1]([C:4]1[C:16]2[NH:15][C:14]3[C:9](=[CH:10][CH:11]=[C:12]([C:17]([OH:20])([CH3:19])[CH3:18])[CH:13]=3)[C:8]=2[C:7](C2C(C)=C(N3C(=O)CC(C(O)=O)C3)C=CC=2)=[CH:6][CH:5]=1)(=[O:3])[NH2:2].CNC.C(Cl)CCl.C1C=CC2N(O)N=NC=2C=1. (2) Given the product [O:17]([C:14]1[CH:15]=[CH:16][C:11]([C:10]2[C:3]3[C:2]([NH2:37])=[N:7][CH:6]=[N:5][C:4]=3[N:8]([CH:24]3[CH2:29][CH2:28][NH:27][CH2:26][CH2:25]3)[CH:9]=2)=[CH:12][CH:13]=1)[C:18]1[CH:19]=[CH:20][CH:21]=[CH:22][CH:23]=1, predict the reactants needed to synthesize it. The reactants are: Cl[C:2]1[C:3]2[C:10]([C:11]3[CH:16]=[CH:15][C:14]([O:17][C:18]4[CH:23]=[CH:22][CH:21]=[CH:20][CH:19]=4)=[CH:13][CH:12]=3)=[CH:9][N:8]([CH:24]3[CH2:29][CH2:28][N:27](C(OC(C)(C)C)=O)[CH2:26][CH2:25]3)[C:4]=2[N:5]=[CH:6][N:7]=1.[NH3:37].